Task: Predict the reactants needed to synthesize the given product.. Dataset: Full USPTO retrosynthesis dataset with 1.9M reactions from patents (1976-2016) Given the product [CH:20]([C:23]1[CH:28]=[CH:27][C:26]([CH2:29][C:30]([N:7]2[CH2:6][CH2:5][C:4]3[C:9](=[C:10]([N:13]4[CH2:14][CH2:15][N:16]([CH3:19])[CH2:17][CH2:18]4)[CH:11]=[CH:12][C:3]=3[O:2][CH3:1])[CH2:8]2)=[O:31])=[CH:25][CH:24]=1)([CH3:22])[CH3:21], predict the reactants needed to synthesize it. The reactants are: [CH3:1][O:2][C:3]1[CH:12]=[CH:11][C:10]([N:13]2[CH2:18][CH2:17][N:16]([CH3:19])[CH2:15][CH2:14]2)=[C:9]2[C:4]=1[CH2:5][CH2:6][NH:7][CH2:8]2.[CH:20]([C:23]1[CH:28]=[CH:27][C:26]([CH2:29][C:30](O)=[O:31])=[CH:25][CH:24]=1)([CH3:22])[CH3:21].C(N(CC)CC)C.CN(C(ON1N=NC2C=CC=NC1=2)=[N+](C)C)C.F[P-](F)(F)(F)(F)F.